From a dataset of Catalyst prediction with 721,799 reactions and 888 catalyst types from USPTO. Predict which catalyst facilitates the given reaction. Reactant: Br[C:2]1[CH:3]=[C:4]2[C:9](=[CH:10][CH:11]=1)[NH:8][C:7](=[O:12])[CH:6]([OH:13])[CH2:5]2.[F:14][C:15]([F:26])([F:25])[C:16]1[CH:21]=[CH:20][C:19](B(O)O)=[CH:18][CH:17]=1.C(=O)([O-])[O-].[K+].[K+].O1CCOCC1. Product: [OH:13][CH:6]1[CH2:5][C:4]2[C:9](=[CH:10][CH:11]=[C:2]([C:19]3[CH:20]=[CH:21][C:16]([C:15]([F:26])([F:25])[F:14])=[CH:17][CH:18]=3)[CH:3]=2)[NH:8][C:7]1=[O:12]. The catalyst class is: 103.